Dataset: Reaction yield outcomes from USPTO patents with 853,638 reactions. Task: Predict the reaction yield, written as a fraction of the theoretical maximum amount of product (1.0 means a 100% yield; for example, 0.34 means a 34% yield). (1) The reactants are [NH2:1][C:2]1[CH:7]=[CH:6][C:5]([CH:8]2[CH2:13][N:12]([CH3:14])[C:11](=[O:15])[N:10]([CH3:16])[CH2:9]2)=[CH:4][C:3]=1[C:17]1[CH2:23][CH2:22][CH2:21][CH2:20][CH2:19][CH:18]=1.[C:24]([C:26]1[CH:27]=[C:28]([C:31](O)=[O:32])[NH:29][CH:30]=1)#[N:25].CCN=C=NCCCN(C)C.C1C=CC2N(O)N=NC=2C=1.CCN(C(C)C)C(C)C. The catalyst is C(Cl)Cl. The product is [C:17]1([C:3]2[CH:4]=[C:5]([CH:8]3[CH2:9][N:10]([CH3:16])[C:11](=[O:15])[N:12]([CH3:14])[CH2:13]3)[CH:6]=[CH:7][C:2]=2[NH:1][C:31]([C:28]2[NH:29][CH:30]=[C:26]([C:24]#[N:25])[CH:27]=2)=[O:32])[CH2:23][CH2:22][CH2:21][CH2:20][CH2:19][CH:18]=1. The yield is 0.140. (2) The reactants are C(Cl)(=O)C(Cl)=O.[Cl:7][C:8]1[C:9]([CH3:37])=[C:10]([CH2:14][N:15]2[C:19]3[CH:20]=[C:21]([N:27]4[CH2:32][CH2:31][O:30][CH2:29][CH2:28]4)[CH:22]=[C:23]([C:24](O)=O)[C:18]=3[N:17]=[C:16]2[C:33]([F:36])([F:35])[F:34])[CH:11]=[CH:12][CH:13]=1.COC(OC)[N:41]([CH3:43])C.O.[NH2:47][NH2:48]. The catalyst is ClCCl. The product is [Cl:7][C:8]1[C:9]([CH3:37])=[C:10]([CH2:14][N:15]2[C:19]3[CH:20]=[C:21]([N:27]4[CH2:32][CH2:31][O:30][CH2:29][CH2:28]4)[CH:22]=[C:23]([C:24]4[N:41]=[CH:43][NH:48][N:47]=4)[C:18]=3[N:17]=[C:16]2[C:33]([F:35])([F:34])[F:36])[CH:11]=[CH:12][CH:13]=1. The yield is 0.199. (3) The reactants are [NH2:1][C:2]1[CH:3]=[C:4]([CH:7]=[CH:8][N:9]=1)[C:5]#[N:6].C1C(=O)N([Br:17])C(=O)C1. The catalyst is CN(C=O)C.CCOC(C)=O. The product is [NH2:1][C:2]1[CH:3]=[C:4]([C:7]([Br:17])=[CH:8][N:9]=1)[C:5]#[N:6]. The yield is 0.780. (4) The reactants are [O:1]=[C:2]1[C:10]2([C:14]3=[CH:15][C:16]4[O:20][CH2:19][O:18][C:17]=4[CH:21]=[C:13]3[O:12][CH2:11]2)[C:9]2[C:4](=[CH:5][CH:6]=[CH:7][CH:8]=2)[N:3]1[CH2:22][C:23](O)=O.[F:26][C:27]1[CH:28]=[C:29]([NH2:34])[C:30]([NH2:33])=[CH:31][CH:32]=1. The catalyst is C1(C)C=CC=CC=1.O. The product is [F:26][C:27]1[CH:32]=[CH:31][C:30]2[NH:33][C:23]([CH2:22][N:3]3[C:4]4[C:9](=[CH:8][CH:7]=[CH:6][CH:5]=4)[C:10]4([C:14]5=[CH:15][C:16]6[O:20][CH2:19][O:18][C:17]=6[CH:21]=[C:13]5[O:12][CH2:11]4)[C:2]3=[O:1])=[N:34][C:29]=2[CH:28]=1. The yield is 0.220. (5) The reactants are [Cl:1][C:2]1[C:3]([C:22]2[N:23]([CH:28]([CH3:30])[CH3:29])[C:24]([CH3:27])=[N:25][CH:26]=2)=[N:4][C:5]([NH:8][CH:9]2[CH2:14][CH2:13][N:12](C(OC(C)(C)C)=O)[CH2:11][CH2:10]2)=[N:6][CH:7]=1.Cl.C([O-])(O)=O.[Na+]. The catalyst is C(#N)C.CC(O)C.O. The product is [Cl:1][C:2]1[C:3]([C:22]2[N:23]([CH:28]([CH3:30])[CH3:29])[C:24]([CH3:27])=[N:25][CH:26]=2)=[N:4][C:5]([NH:8][CH:9]2[CH2:10][CH2:11][NH:12][CH2:13][CH2:14]2)=[N:6][CH:7]=1. The yield is 0.850.